This data is from TCR-epitope binding with 47,182 pairs between 192 epitopes and 23,139 TCRs. The task is: Binary Classification. Given a T-cell receptor sequence (or CDR3 region) and an epitope sequence, predict whether binding occurs between them. (1) The epitope is HTTDPSFLGRY. The TCR CDR3 sequence is CASRRGWMNTEAFF. Result: 1 (the TCR binds to the epitope). (2) The epitope is ATDALMTGY. The TCR CDR3 sequence is CASSEAVISYNEQFF. Result: 1 (the TCR binds to the epitope). (3) The epitope is FVDGVPFVV. The TCR CDR3 sequence is CASSSTASYEQYF. Result: 1 (the TCR binds to the epitope). (4) The epitope is IPIQASLPF. The TCR CDR3 sequence is CASTDGVENSPLHF. Result: 0 (the TCR does not bind to the epitope). (5) Result: 1 (the TCR binds to the epitope). The epitope is SFHSLHLLF. The TCR CDR3 sequence is CASSPDREATQYF. (6) The epitope is VLWAHGFEL. The TCR CDR3 sequence is CASSLGSGLDTSTDTQYF. Result: 1 (the TCR binds to the epitope).